Dataset: Peptide-MHC class I binding affinity with 185,985 pairs from IEDB/IMGT. Task: Regression. Given a peptide amino acid sequence and an MHC pseudo amino acid sequence, predict their binding affinity value. This is MHC class I binding data. (1) The peptide sequence is LAAPCRNAL. The MHC is HLA-A01:01 with pseudo-sequence HLA-A01:01. The binding affinity (normalized) is 0.0847. (2) The peptide sequence is EENLLDFVRF. The MHC is HLA-A68:02 with pseudo-sequence HLA-A68:02. The binding affinity (normalized) is 0.0577. (3) The peptide sequence is AMITYITRK. The MHC is HLA-A02:12 with pseudo-sequence HLA-A02:12. The binding affinity (normalized) is 0.0847. (4) The peptide sequence is GLLFVLLVA. The MHC is HLA-A02:01 with pseudo-sequence HLA-A02:01. The binding affinity (normalized) is 0.356. (5) The peptide sequence is DTSYYVKEY. The MHC is HLA-A33:01 with pseudo-sequence HLA-A33:01. The binding affinity (normalized) is 0. (6) The peptide sequence is IVKQGRDAL. The MHC is HLA-A31:01 with pseudo-sequence HLA-A31:01. The binding affinity (normalized) is 0.0847. (7) The peptide sequence is GFKNGSRHSH. The MHC is HLA-A33:01 with pseudo-sequence HLA-A33:01. The binding affinity (normalized) is 0.0967.